From a dataset of Reaction yield outcomes from USPTO patents with 853,638 reactions. Predict the reaction yield, written as a fraction of the theoretical maximum amount of product (1.0 means a 100% yield; for example, 0.34 means a 34% yield). (1) The reactants are Br[C:2]1[CH:3]=[C:4]([C:12]2[CH:17]=[CH:16][N:15]=[C:14]([Cl:18])[CH:13]=2)[N:5]2[C:10]=1[C:9]([NH2:11])=[N:8][CH:7]=[N:6]2.[CH2:19]([N:26]1[CH:34]=[C:33]2[C:28]([CH:29]=[C:30](B3OC(C)(C)C(C)(C)O3)[CH:31]=[CH:32]2)=[N:27]1)[C:20]1[CH:25]=[CH:24][CH:23]=[CH:22][CH:21]=1. No catalyst specified. The product is [CH2:19]([N:26]1[CH:34]=[C:33]2[C:28]([CH:29]=[C:30]([C:2]3[CH:3]=[C:4]([C:12]4[CH:17]=[CH:16][N:15]=[C:14]([Cl:18])[CH:13]=4)[N:5]4[C:10]=3[C:9]([NH2:11])=[N:8][CH:7]=[N:6]4)[CH:31]=[CH:32]2)=[N:27]1)[C:20]1[CH:25]=[CH:24][CH:23]=[CH:22][CH:21]=1. The yield is 0.280. (2) The reactants are [CH:1]1([NH:4][C:5]([C:7]2[CH:12]=[CH:11][C:10]([C:13]3[N:17]4[CH:18]=[C:19]([O:36][C:37]5[CH:42]=[CH:41][CH:40]=[C:39]([F:43])[CH:38]=5)[CH:20]=[C:21]([N:22]([CH2:30][CH2:31][C:32]([F:35])([F:34])[F:33])C(=O)OC(C)(C)C)[C:16]4=[N:15][CH:14]=3)=[CH:9][C:8]=2[CH3:44])=[O:6])[CH2:3][CH2:2]1.FC(F)(F)C(O)=O. The catalyst is ClCCl. The product is [CH:1]1([NH:4][C:5](=[O:6])[C:7]2[CH:12]=[CH:11][C:10]([C:13]3[N:17]4[CH:18]=[C:19]([O:36][C:37]5[CH:42]=[CH:41][CH:40]=[C:39]([F:43])[CH:38]=5)[CH:20]=[C:21]([NH:22][CH2:30][CH2:31][C:32]([F:35])([F:34])[F:33])[C:16]4=[N:15][CH:14]=3)=[CH:9][C:8]=2[CH3:44])[CH2:2][CH2:3]1. The yield is 0.730. (3) The reactants are [CH:1]1[C:10]2[C@H:11]3[CH2:16][NH:15][CH2:14][CH2:13][C@H:12]3[N:8]3[C:9]=2[C:4]([CH2:5][CH2:6][CH2:7]3)=[CH:3][CH:2]=1.Cl[CH2:18][CH2:19][CH2:20][C:21]([C:23]1[CH:28]=[CH:27][CH:26]=[CH:25][C:24]=1[NH2:29])=[O:22].C([O-])([O-])=O.[K+].[K+]. No catalyst specified. The product is [CH:1]1[C:10]2[C@H:11]3[CH2:16][N:15]([CH2:18][CH2:19][CH2:20][C:21]([C:23]4[CH:28]=[CH:27][CH:26]=[CH:25][C:24]=4[NH2:29])=[O:22])[CH2:14][CH2:13][C@H:12]3[N:8]3[C:9]=2[C:4]([CH2:5][CH2:6][CH2:7]3)=[CH:3][CH:2]=1. The yield is 0.420. (4) The reactants are Br[C:2]1[N:7]=[C:6]2[S:8][C:9]([NH:11][C:12]3[O:13][C@:14]4([CH2:22][N:23]=3)[CH:19]3[CH2:20][CH2:21][N:16]([CH2:17][CH2:18]3)[CH2:15]4)=[N:10][C:5]2=[N:4][CH:3]=1.Cl. The catalyst is CO. The product is [S:8]1[C:6]2=[N:7][CH:2]=[CH:3][N:4]=[C:5]2[N:10]=[C:9]1[NH:11][C:12]1[O:13][C@:14]2([CH2:22][N:23]=1)[CH:19]1[CH2:20][CH2:21][N:16]([CH2:17][CH2:18]1)[CH2:15]2. The yield is 0.675. (5) The yield is 0.630. The reactants are [CH:1]([C:4]1[CH:9]=[CH:8][C:7]([CH3:10])=[CH:6][C:5]=1[N:11]1[C:15](=[O:16])[CH2:14][S:13]/[C:12]/1=[N:17]\[C:18]([NH:20][CH2:21][CH2:22][C:23]1[CH:28]=[CH:27][C:26]([C:29]2[N:33]=[CH:32][N:31]([C:34]3[CH:39]=[CH:38][C:37]([O:40][C:41]([F:44])([F:43])[F:42])=[CH:36][CH:35]=3)[N:30]=2)=[CH:25][CH:24]=1)=[O:19])([CH3:3])[CH3:2].C1C(=O)C=CC2C=1C=C1C=2C=CC=C1.[B-](F)(F)(F)[F:60].[B-](F)(F)(F)F.C1[N+]2(CCl)CC[N+](F)(CC2)C1. The catalyst is C(#N)C. The product is [F:60][CH:14]1[S:13]/[C:12](=[N:17]\[C:18]([NH:20][CH2:21][CH2:22][C:23]2[CH:24]=[CH:25][C:26]([C:29]3[N:33]=[CH:32][N:31]([C:34]4[CH:35]=[CH:36][C:37]([O:40][C:41]([F:44])([F:43])[F:42])=[CH:38][CH:39]=4)[N:30]=3)=[CH:27][CH:28]=2)=[O:19])/[N:11]([C:5]2[CH:6]=[C:7]([CH3:10])[CH:8]=[CH:9][C:4]=2[CH:1]([CH3:3])[CH3:2])[C:15]1=[O:16]. (6) The reactants are C1(C)C=CC=CC=1.C[Si]([N-][Si](C)(C)C)(C)C.[K+].[F:18][CH2:19][C:20]1([C:27]([O:29][CH2:30][C:31]2[CH:36]=[CH:35][CH:34]=[CH:33][CH:32]=2)=[O:28])[CH2:25][CH2:24][C:23](=[O:26])[CH2:22][CH2:21]1.[F:37][C:38]([F:57])([F:56])[S:39](N(C1C=CC=CC=1)[S:39]([C:38]([F:57])([F:56])[F:37])(=[O:41])=[O:40])(=[O:41])=[O:40]. The catalyst is O1CCCC1. The product is [F:18][CH2:19][C:20]1([C:27]([O:29][CH2:30][C:31]2[CH:32]=[CH:33][CH:34]=[CH:35][CH:36]=2)=[O:28])[CH2:25][CH2:24][C:23]([O:26][S:39]([C:38]([F:57])([F:56])[F:37])(=[O:41])=[O:40])=[CH:22][CH2:21]1. The yield is 0.650.